Task: Predict which catalyst facilitates the given reaction.. Dataset: Catalyst prediction with 721,799 reactions and 888 catalyst types from USPTO (1) Reactant: [CH3:1][C:2]1[C:6]([C:7]2[CH:12]=[CH:11][C:10]([N+:13]([O-])=O)=[CH:9][CH:8]=2)=[C:5]([CH3:16])[O:4][N:3]=1.[Sn].Cl. Product: [CH3:1][C:2]1[C:6]([C:7]2[CH:12]=[CH:11][C:10]([NH2:13])=[CH:9][CH:8]=2)=[C:5]([CH3:16])[O:4][N:3]=1. The catalyst class is: 8. (2) Reactant: [C:1]([C:3]1[CH:8]=[CH:7][C:6]([NH:9][C@H:10]([C:14]([OH:17])([CH3:16])[CH3:15])[C:11]([OH:13])=O)=[C:5]([CH3:18])[C:4]=1[C:19]([F:22])([F:21])[F:20])#[N:2].[F:23][C:24]1[CH:33]=[CH:32][C:27]([C:28]([NH:30][NH2:31])=[O:29])=[CH:26][CH:25]=1.OC1C2N=NNC=2C=CC=1.Cl.CN(C)CCCN=C=NCC. Product: [C:1]([C:3]1[CH:8]=[CH:7][C:6]([NH:9][C@H:10]([C:14]([OH:17])([CH3:15])[CH3:16])[C:11]([NH:31][NH:30][C:28](=[O:29])[C:27]2[CH:26]=[CH:25][C:24]([F:23])=[CH:33][CH:32]=2)=[O:13])=[C:5]([CH3:18])[C:4]=1[C:19]([F:20])([F:21])[F:22])#[N:2]. The catalyst class is: 56. (3) Reactant: [H-].[Na+].[NH:3]1[CH:7]=[CH:6][CH:5]=[CH:4]1.I[CH2:9][C:10]([O:12]CC)=[O:11]. Product: [NH:3]1[CH:7]=[CH:6][CH:5]=[C:4]1[CH2:9][C:10]([OH:12])=[O:11]. The catalyst class is: 3. (4) Reactant: [CH3:1][C:2]1[C:3]([N:11]2[CH2:16][CH2:15][C:14](=[C:17]([CH3:23])[C:18]([O:20][CH2:21][CH3:22])=[O:19])[CH2:13][CH2:12]2)=[N:4][CH:5]=[C:6]([N+:8]([O-])=O)[CH:7]=1. Product: [NH2:8][C:6]1[CH:7]=[C:2]([CH3:1])[C:3]([N:11]2[CH2:16][CH2:15][CH:14]([CH:17]([CH3:23])[C:18]([O:20][CH2:21][CH3:22])=[O:19])[CH2:13][CH2:12]2)=[N:4][CH:5]=1. The catalyst class is: 50. (5) Reactant: [H-].[Na+].[CH2:3]([N:6]1[C@H:11]([CH3:12])[CH2:10][N:9]([C@H:13]([C:28]2[CH:40]=[CH:39][C:31]([C:32]([N:34]([CH2:37][CH3:38])[CH2:35][CH3:36])=[O:33])=[CH:30][CH:29]=2)[C:14]2[CH:19]=[CH:18][CH:17]=[C:16]([O:20]S(C(F)(F)F)(=O)=O)[CH:15]=2)[C@@H:8]([CH3:41])[CH2:7]1)[CH:4]=[CH2:5].[I-].[Na+].Cl[CH2:45][C:46]([O:48][CH3:49])=[O:47].C(=O)=O. Product: [CH2:3]([N:6]1[C@H:11]([CH3:12])[CH2:10][N:9]([C@@H:13]([C:14]2[CH:15]=[C:16]([CH:17]=[CH:18][CH:19]=2)[O:20][CH2:45][C:46]([O:48][CH3:49])=[O:47])[C:28]2[CH:40]=[CH:39][C:31]([C:32]([N:34]([CH2:37][CH3:38])[CH2:35][CH3:36])=[O:33])=[CH:30][CH:29]=2)[C@@H:8]([CH3:41])[CH2:7]1)[CH:4]=[CH2:5]. The catalyst class is: 506. (6) Reactant: Cl[C:2]1[C:7]([N+:8]([O-:10])=[O:9])=[CH:6][N:5]=[C:4]2[CH:11]=[CH:12][S:13][C:3]=12.[NH2:14][CH:15]1[CH2:20][CH2:19][N:18]([C:21]([O:23][C:24]([CH3:27])([CH3:26])[CH3:25])=[O:22])[CH2:17][CH:16]1[OH:28].C(N(CC)C(C)C)(C)C. Product: [OH:28][CH:16]1[CH:15]([NH:14][C:2]2[C:7]([N+:8]([O-:10])=[O:9])=[CH:6][N:5]=[C:4]3[CH:11]=[CH:12][S:13][C:3]=23)[CH2:20][CH2:19][N:18]([C:21]([O:23][C:24]([CH3:27])([CH3:26])[CH3:25])=[O:22])[CH2:17]1. The catalyst class is: 252. (7) The catalyst class is: 1. Reactant: [NH2:1][C:2]1[CH:3]=[C:4]([C:8]2[CH:9]=[CH:10][CH:11]=[C:12]3[C:17]=2[N:16]=[C:15]([NH:18][C:19]2[CH:24]=[CH:23][C:22]([N:25]4[CH2:30][CH2:29][O:28][CH2:27][CH2:26]4)=[CH:21][CH:20]=2)[N:14]=[CH:13]3)[CH:5]=[CH:6][CH:7]=1.CCN(C(C)C)C(C)C.[C:40](Cl)(=[O:43])[CH:41]=[CH2:42]. Product: [O:28]1[CH2:27][CH2:26][N:25]([C:22]2[CH:21]=[CH:20][C:19]([NH:18][C:15]3[N:14]=[CH:13][C:12]4[C:17](=[C:8]([C:4]5[CH:3]=[C:2]([NH:1][C:40](=[O:43])[CH:41]=[CH2:42])[CH:7]=[CH:6][CH:5]=5)[CH:9]=[CH:10][CH:11]=4)[N:16]=3)=[CH:24][CH:23]=2)[CH2:30][CH2:29]1. (8) Reactant: [OH:1][C:2]1[CH:3]=[CH:4][C:5]([N+:10]([O-:12])=[O:11])=[C:6]([CH:9]=1)[CH:7]=[O:8].O1CCCC1.C(N(CC)C(C)C)(C)C.[CH3:27][O:28][CH2:29][CH2:30][O:31][CH2:32]Cl. Product: [CH3:27][O:28][CH2:29][CH2:30][O:31][CH2:32][O:1][C:2]1[CH:3]=[CH:4][C:5]([N+:10]([O-:12])=[O:11])=[C:6]([CH:9]=1)[CH:7]=[O:8]. The catalyst class is: 4. (9) Reactant: C([O:4][C@@H:5]1[CH2:9][C:8](=O)[N:7]([C@@H:11]2[CH2:16][CH2:15][CH2:14][CH2:13][C@H:12]2[O:17][CH2:18][CH2:19][C:20]2[CH:25]=[CH:24][C:23]([O:26][CH2:27][C:28]3[CH:33]=[CH:32][CH:31]=[CH:30][CH:29]=3)=[C:22]([O:34][CH3:35])[CH:21]=2)[C:6]1=O)(=O)C.B.C1COCC1.CO. Product: [CH2:27]([O:26][C:23]1[CH:24]=[CH:25][C:20]([CH2:19][CH2:18][O:17][C@@H:12]2[CH2:13][CH2:14][CH2:15][CH2:16][C@H:11]2[N:7]2[CH2:8][CH2:9][C@@H:5]([OH:4])[CH2:6]2)=[CH:21][C:22]=1[O:34][CH3:35])[C:28]1[CH:29]=[CH:30][CH:31]=[CH:32][CH:33]=1. The catalyst class is: 1.